This data is from Catalyst prediction with 721,799 reactions and 888 catalyst types from USPTO. The task is: Predict which catalyst facilitates the given reaction. (1) Reactant: [CH3:1][C:2]1[CH:6]=[C:5]([CH3:7])[N:4]([C:8]2[N:13]=[C:12]([NH:14][C:15](=[O:17])[CH3:16])[CH:11]=[C:10]([C:18]3[CH:23]=[C:22]([OH:24])[CH:21]=[C:20]([F:25])[CH:19]=3)[N:9]=2)[N:3]=1.C1(P(C2C=CC=CC=2)C2C=CC=CC=2)C=CC=CC=1.[C:45]([N:52]1[CH2:56][CH2:55][C@@H:54](O)[CH2:53]1)([O:47][C:48]([CH3:51])([CH3:50])[CH3:49])=[O:46].N(C(OCC)=O)=NC(OCC)=O.C([O-])(O)=O.[Na+]. Product: [C:48]([O:47][C:45]([N:52]1[CH2:56][CH2:55][C@H:54]([O:24][C:22]2[CH:21]=[C:20]([F:25])[CH:19]=[C:18]([C:10]3[CH:11]=[C:12]([NH:14][C:15](=[O:17])[CH3:16])[N:13]=[C:8]([N:4]4[C:5]([CH3:7])=[CH:6][C:2]([CH3:1])=[N:3]4)[N:9]=3)[CH:23]=2)[CH2:53]1)=[O:46])([CH3:51])([CH3:49])[CH3:50]. The catalyst class is: 30. (2) Reactant: C(Cl)(Cl)Cl.C1(C[C:12]2[C:20]([CH3:21])=[N:19][CH:18]=[CH:17][C:13]=2[C:14]([NH2:16])=[S:15])CCCCC1.Cl[C:23]1[CH:28]=[CH:27][CH:26]=[C:25]([C:29](OO)=O)[CH:24]=1.S([O-])([O-])(=O)=S.[Na+].[Na+]. Product: [CH:25]1([CH2:29][NH:16][C:14](=[S:15])[C:13]2[CH:17]=[CH:18][N:19]=[C:20]([CH3:21])[CH:12]=2)[CH2:26][CH2:27][CH2:28][CH2:23][CH2:24]1. The catalyst class is: 6. (3) Product: [CH3:28][O:29][C:30]1[N:35]=[CH:34][C:33]([C:2]2[CH:11]=[CH:10][C:9]3[N:8]=[CH:7][C:6]4[C:12](=[O:27])[NH:13][C:14](=[O:26])[N:15]([C:16]5[CH:21]=[CH:20][CH:19]=[C:18]([C:22]([F:25])([F:24])[F:23])[CH:17]=5)[C:5]=4[C:4]=3[N:3]=2)=[CH:32][N:31]=1. The catalyst class is: 103. Reactant: Cl[C:2]1[CH:11]=[CH:10][C:9]2[N:8]=[CH:7][C:6]3[C:12](=[O:27])[NH:13][C:14](=[O:26])[N:15]([C:16]4[CH:21]=[CH:20][CH:19]=[C:18]([C:22]([F:25])([F:24])[F:23])[CH:17]=4)[C:5]=3[C:4]=2[N:3]=1.[CH3:28][O:29][C:30]1[N:35]=[CH:34][C:33](OB(O)O)=[CH:32][N:31]=1.C(=O)([O-])[O-].[K+].[K+].O1CCOCC1. (4) Reactant: C(OC(=O)[NH:7][C:8]1([C:12]2[CH:17]=[CH:16][C:15]([C:18]3[N:22]4[C:23]5[CH:35]=[CH:34][CH:33]=[N:32][C:24]=5[NH:25][C:26]5[CH:31]=[CH:30][CH:29]=[CH:28][C:27]=5[C:21]4=[N:20][C:19]=3[C:36]3[CH:41]=[CH:40][C:39]([N:42]4[CH2:47][CH2:46][CH2:45][CH2:44][C:43]4=[O:48])=[CH:38][CH:37]=3)=[CH:14][CH:13]=2)[CH2:11][CH2:10][CH2:9]1)(C)(C)C.[ClH:50].O1CCOCC1. Product: [ClH:50].[ClH:50].[ClH:50].[NH2:7][C:8]1([C:12]2[CH:17]=[CH:16][C:15]([C:18]3[N:22]4[C:23]5[CH:35]=[CH:34][CH:33]=[N:32][C:24]=5[NH:25][C:26]5[CH:31]=[CH:30][CH:29]=[CH:28][C:27]=5[C:21]4=[N:20][C:19]=3[C:36]3[CH:37]=[CH:38][C:39]([N:42]4[CH2:47][CH2:46][CH2:45][CH2:44][C:43]4=[O:48])=[CH:40][CH:41]=3)=[CH:14][CH:13]=2)[CH2:11][CH2:10][CH2:9]1. The catalyst class is: 2. (5) Reactant: [Br:1][C:2]1[C:3](SC)=[N:4][C:5]([NH:8][C:9]2[CH:14]=[C:13]([O:15][CH3:16])[CH:12]=[C:11]([O:17][CH3:18])[CH:10]=2)=[N:6][CH:7]=1.[NH2:21][NH2:22].O1CCOCC1. Product: [Br:1][C:2]1[C:3]([NH:21][NH2:22])=[N:4][C:5]([NH:8][C:9]2[CH:14]=[C:13]([O:15][CH3:16])[CH:12]=[C:11]([O:17][CH3:18])[CH:10]=2)=[N:6][CH:7]=1. The catalyst class is: 6. (6) Reactant: [Cl:1][C:2]1[CH:10]=[CH:9][C:8]2[NH:7][C:6]3[CH2:11][CH2:12][N:13]([CH3:16])[CH2:14][CH2:15][C:5]=3[C:4]=2[CH:3]=1.Cl[CH2:18][C:19]([N:21]1[CH2:26][CH2:25][CH:24]([CH3:27])[CH2:23][CH2:22]1)=[O:20]. Product: [Cl:1][C:2]1[CH:10]=[CH:9][C:8]2[N:7]([CH2:18][C:19]([N:21]3[CH2:26][CH2:25][CH:24]([CH3:27])[CH2:23][CH2:22]3)=[O:20])[C:6]3[CH2:11][CH2:12][N:13]([CH3:16])[CH2:14][CH2:15][C:5]=3[C:4]=2[CH:3]=1. The catalyst class is: 1. (7) Reactant: [CH2:1]([O:8][C:9]([O:11]N1C(=O)CCC1=O)=O)[C:2]1[CH:7]=[CH:6][CH:5]=[CH:4][CH:3]=1.ClC1C=CC([C@H:26]2[N:33]3C(S[C:31](C(N4CCC[C@H]4C(N4CCC[C@H]4C(OC)=O)=O)=O)=[C:32]3[CH:34](C)C)=N[C@:27]2([C:56]2C=CC(Cl)=CC=2)[CH3:55])=CC=1.[C:63](=O)(O)[O-:64].[Na+].[O:68]1CCOCC1. Product: [OH:64][CH2:63][C:27]1([CH2:26][N:33]([CH:32]([CH3:31])[CH3:34])[C:9](=[O:11])[O:8][CH2:1][C:2]2[CH:3]=[CH:4][CH:5]=[CH:6][CH:7]=2)[CH2:55][O:68][CH2:56]1. The catalyst class is: 13. (8) Reactant: [NH:1]1[CH:5]=[CH:4][CH:3]=[CH:2]1.[H-].[Na+].[Br:8][C:9]1[CH:14]=[CH:13][C:12]([S:15](Cl)(=[O:17])=[O:16])=[CH:11][CH:10]=1. The catalyst class is: 1. Product: [Br:8][C:9]1[CH:14]=[CH:13][C:12]([S:15]([N:1]2[CH:5]=[CH:4][CH:3]=[CH:2]2)(=[O:17])=[O:16])=[CH:11][CH:10]=1. (9) Reactant: [F:1][C:2]1[CH:7]=[CH:6][C:5]([N:8]2[C:12]([C:13]3[CH:14]=[CH:15][C:16]([O:20][CH3:21])=[C:17]([OH:19])[CH:18]=3)=[CH:11][CH:10]=[N:9]2)=[CH:4][CH:3]=1.[CH3:22]N(C)C=O.CI.C(OCC)(=O)C. Product: [CH3:22][O:19][C:17]1[CH:18]=[C:13]([C:12]2[N:8]([C:5]3[CH:4]=[CH:3][C:2]([F:1])=[CH:7][CH:6]=3)[N:9]=[CH:10][CH:11]=2)[CH:14]=[CH:15][C:16]=1[O:20][CH3:21]. The catalyst class is: 6. (10) Reactant: [Cl:1][C:2]1[CH:9]=[CH:8][C:5]([C:6]#[N:7])=[CH:4][C:3]=1[O:10][CH3:11]. Product: [Cl:1][C:2]1[CH:9]=[CH:8][C:5]([CH2:6][NH2:7])=[CH:4][C:3]=1[O:10][CH3:11]. The catalyst class is: 7.